This data is from Catalyst prediction with 721,799 reactions and 888 catalyst types from USPTO. The task is: Predict which catalyst facilitates the given reaction. Reactant: [CH2:1]([NH2:3])[CH3:2].[C:4]([O:8][C:9]([N:11]([CH3:51])[C@@H:12]([CH3:50])[C:13]([NH:15][C@H:16]1[C@H:22]([CH3:23])[O:21][C:20]2[CH:24]=[CH:25][CH:26]=[CH:27][C:19]=2[N:18]([CH2:28][C:29]2[C:37]3[C:32](=[CH:33][CH:34]=[CH:35][CH:36]=3)[N:31]([C:38]3[CH:46]=[CH:45][C:41]([C:42]([OH:44])=O)=[CH:40][C:39]=3[C:47]#[N:48])[N:30]=2)[C:17]1=[O:49])=[O:14])=[O:10])([CH3:7])([CH3:6])[CH3:5].CCN(C(C)C)C(C)C.C1CN([P+](ON2N=NC3C=CC=CC2=3)(N2CCCC2)N2CCCC2)CC1.F[P-](F)(F)(F)(F)F. Product: [C:47]([C:39]1[CH:40]=[C:41]([C:42](=[O:44])[NH:3][CH2:1][CH3:2])[CH:45]=[CH:46][C:38]=1[N:31]1[C:32]2[C:37](=[CH:36][CH:35]=[CH:34][CH:33]=2)[C:29]([CH2:28][N:18]2[C:17](=[O:49])[C@@H:16]([NH:15][C:13](=[O:14])[C@@H:12]([N:11]([CH3:51])[C:9](=[O:10])[O:8][C:4]([CH3:7])([CH3:5])[CH3:6])[CH3:50])[C@H:22]([CH3:23])[O:21][C:20]3[CH:24]=[CH:25][CH:26]=[CH:27][C:19]2=3)=[N:30]1)#[N:48]. The catalyst class is: 625.